Task: Regression/Classification. Given a drug SMILES string, predict its absorption, distribution, metabolism, or excretion properties. Task type varies by dataset: regression for continuous measurements (e.g., permeability, clearance, half-life) or binary classification for categorical outcomes (e.g., BBB penetration, CYP inhibition). Dataset: cyp2d6_veith.. Dataset: CYP2D6 inhibition data for predicting drug metabolism from PubChem BioAssay (1) The molecule is CN(C)c1ncc2nc(-c3ccc(F)cc3)c(=O)n(C3CC3)c2n1. The result is 0 (non-inhibitor). (2) The molecule is CCN(CC)CCCNC(=O)C1CCC(=O)N(c2ccc(OC)cc2)C1c1ccc(F)cc1. The result is 0 (non-inhibitor). (3) The compound is Cc1ccccc1-c1cc(C(=O)n2cccn2)c2cc(Cl)ccc2n1. The result is 0 (non-inhibitor). (4) The drug is CCN1CCN(Cc2cc(OC)c(OC)cc2[N+](=O)[O-])CC1. The result is 1 (inhibitor). (5) The result is 0 (non-inhibitor). The molecule is O=C(NC(Cc1c[nH]c2ccccc12)c1nnc2n1CCCCC2)c1ccccc1Cl.